This data is from HIV replication inhibition screening data with 41,000+ compounds from the AIDS Antiviral Screen. The task is: Binary Classification. Given a drug SMILES string, predict its activity (active/inactive) in a high-throughput screening assay against a specified biological target. (1) The drug is O=S(=O)(c1ccccc1)c1cccc2c1NCCC2. The result is 1 (active). (2) The compound is O=C(Nc1cccc2ccccc12)Oc1ccccc1C1CCCCC1. The result is 0 (inactive). (3) The compound is COc1ccc(C(C2=C(O)COC2=O)c2cc3c(cc2O)OCO3)cc1OC. The result is 0 (inactive). (4) The compound is Cc1c(C)c2cc3c(=O)c(CCl)coc3c(C)c2oc1=O. The result is 0 (inactive). (5) The drug is CC(C)N(C(=O)C12C3C4C1C1C2C3C41C#N)C(C)C. The result is 0 (inactive). (6) The result is 0 (inactive). The molecule is CC=C1Oc2ccc(OC)cc2S1(=O)=O.